From a dataset of Reaction yield outcomes from USPTO patents with 853,638 reactions. Predict the reaction yield, written as a fraction of the theoretical maximum amount of product (1.0 means a 100% yield; for example, 0.34 means a 34% yield). (1) The reactants are Cl.[NH2:2][OH:3].C([O-])(=O)C.[Na+].[Cl:9][CH2:10][C:11](=O)[CH2:12][CH2:13][CH2:14][Cl:15]. The catalyst is CO. The product is [Cl:9][CH2:10]/[C:11](=[N:2]\[OH:3])/[CH2:12][CH2:13][CH2:14][Cl:15]. The yield is 0.770. (2) The reactants are [Cl:1][C:2]1[CH:7]=[CH:6][C:5]([C:8]#[C:9][C:10]2[CH:15]=[CH:14][C:13](/[CH:16]=[N:17]/[C:18]3[CH:19]=[CH:20][C:21]4[C:26](=[O:27])[O:25][C:24]([CH3:29])([CH3:28])[O:23][C:22]=4[CH:30]=3)=[CH:12][CH:11]=2)=[CH:4][CH:3]=1.C(O[BH-](OC(=O)C)OC(=O)C)(=O)C.[Na+].C(O)(=O)C. The catalyst is ClCCCl.O. The product is [Cl:1][C:2]1[CH:3]=[CH:4][C:5]([C:8]#[C:9][C:10]2[CH:15]=[CH:14][C:13]([CH2:16][NH:17][C:18]3[CH:19]=[CH:20][C:21]4[C:26](=[O:27])[O:25][C:24]([CH3:28])([CH3:29])[O:23][C:22]=4[CH:30]=3)=[CH:12][CH:11]=2)=[CH:6][CH:7]=1. The yield is 0.770. (3) The reactants are [C:1]([C:5]1[CH:9]=[C:8]([NH:10][C:11](=[O:47])[NH:12][C:13]2[C:22]3[C:17](=[CH:18][CH:19]=[CH:20][CH:21]=3)[C:16]([O:23][CH2:24][C:25]3[CH:30]=[CH:29][N:28]=[C:27]([NH:31][C:32]([C@@H:34]4[CH2:39][O:38][CH2:37][CH2:36][N:35]4C(OC(C)(C)C)=O)=[O:33])[CH:26]=3)=[CH:15][CH:14]=2)[N:7]([C:48]2[CH:53]=[CH:52][C:51]([CH3:54])=[CH:50][CH:49]=2)[N:6]=1)([CH3:4])([CH3:3])[CH3:2]. The catalyst is C(Cl)Cl.C(O)(C(F)(F)F)=O. The product is [C:1]([C:5]1[CH:9]=[C:8]([NH:10][C:11](=[O:47])[NH:12][C:13]2[C:22]3[C:17](=[CH:18][CH:19]=[CH:20][CH:21]=3)[C:16]([O:23][CH2:24][C:25]3[CH:30]=[CH:29][N:28]=[C:27]([NH:31][C:32]([C@@H:34]4[CH2:39][O:38][CH2:37][CH2:36][NH:35]4)=[O:33])[CH:26]=3)=[CH:15][CH:14]=2)[N:7]([C:48]2[CH:53]=[CH:52][C:51]([CH3:54])=[CH:50][CH:49]=2)[N:6]=1)([CH3:4])([CH3:3])[CH3:2]. The yield is 0.630. (4) The reactants are [Br:1][C:2]1[CH:3]=[C:4]([NH2:8])[CH:5]=[N:6][CH:7]=1.[Br:9][C:10]1[CH:15]=[CH:14][C:13]([S:16](Cl)(=[O:18])=[O:17])=[C:12]([Cl:20])[CH:11]=1. The catalyst is N1C=CC=CC=1. The product is [Br:9][C:10]1[CH:15]=[CH:14][C:13]([S:16]([NH:8][C:4]2[CH:5]=[N:6][CH:7]=[C:2]([Br:1])[CH:3]=2)(=[O:17])=[O:18])=[C:12]([Cl:20])[CH:11]=1. The yield is 0.720. (5) The reactants are [N:1]1([C:6]2[CH:11]=[C:10]([C:12]#[N:13])[CH:9]=[C:8]([C:14]3[CH:19]=[CH:18][C:17]([O:20][C:21]([F:24])([F:23])[F:22])=[CH:16][CH:15]=3)[N:7]=2)[CH2:5][CH2:4][CH2:3][CH2:2]1.[H-].[H-].[H-].[H-].[Li+].[Al+3]. The catalyst is C(OCC)C. The product is [N:1]1([C:6]2[CH:11]=[C:10]([CH2:12][NH2:13])[CH:9]=[C:8]([C:14]3[CH:15]=[CH:16][C:17]([O:20][C:21]([F:24])([F:22])[F:23])=[CH:18][CH:19]=3)[N:7]=2)[CH2:5][CH2:4][CH2:3][CH2:2]1. The yield is 0.770. (6) The reactants are [CH3:1][O:2][C:3]1[CH:8]=[CH:7][C:6]([N+:9]([O-:11])=[O:10])=[CH:5][C:4]=1[C:12]1[N:16]([CH3:17])[N:15]=[CH:14][CH:13]=1.[B-](F)(F)(F)[F:19].[B-](F)(F)(F)F.C1[N+]2(CCl)CC[N+](F)(CC2)C1. The catalyst is C(#N)C. The product is [F:19][C:13]1[CH:14]=[N:15][N:16]([CH3:17])[C:12]=1[C:4]1[CH:5]=[C:6]([N+:9]([O-:11])=[O:10])[CH:7]=[CH:8][C:3]=1[O:2][CH3:1]. The yield is 0.330.